Task: Predict the reaction yield, written as a fraction of the theoretical maximum amount of product (1.0 means a 100% yield; for example, 0.34 means a 34% yield).. Dataset: Reaction yield outcomes from USPTO patents with 853,638 reactions (1) The reactants are Br[C:2]1[O:3][C:4]2[C:24]([O:25]C(=O)C)=[C:23]([O:29][CH3:30])[CH:22]=[CH:21][C:5]=2[C:6]=1[C:7](=[O:20])[C:8]1[CH:13]=[C:12]([O:14][CH3:15])[C:11]([O:16][CH3:17])=[C:10]([O:18][CH3:19])[CH:9]=1.[CH3:31][NH2:32]. The catalyst is C(#N)C. The product is [CH3:31][NH:32][C:2]1[O:3][C:4]2[C:24]([OH:25])=[C:23]([O:29][CH3:30])[CH:22]=[CH:21][C:5]=2[C:6]=1[C:7](=[O:20])[C:8]1[CH:13]=[C:12]([O:14][CH3:15])[C:11]([O:16][CH3:17])=[C:10]([O:18][CH3:19])[CH:9]=1. The yield is 0.290. (2) The reactants are [C:1]1([C:7]2[C:15]3[C:14](=[O:16])[NH:13][CH:12]=[N:11][C:10]=3[O:9][CH:8]=2)[CH:6]=[CH:5][CH:4]=[CH:3][CH:2]=1.CC#N.C1C(=O)N([I:27])C(=O)C1.C([O-])([O-])=O.[K+].[K+]. The yield is 0.250. The catalyst is ClC(Cl)C.CCOC(C)=O.O. The product is [I:27][C:8]1[O:9][C:10]2[N:11]=[CH:12][NH:13][C:14](=[O:16])[C:15]=2[C:7]=1[C:1]1[CH:2]=[CH:3][CH:4]=[CH:5][CH:6]=1. (3) The reactants are [ClH:1].[CH3:2][NH:3][O:4][CH3:5].[NH2:6][C:7]1[N:15]=[CH:14][C:13]([Br:16])=[CH:12][C:8]=1[C:9](O)=[O:10].CN1CCOCC1.C1CN([P+](ON2N=NC3C=CC=CC2=3)(N2CCCC2)N2CCCC2)CC1.F[P-](F)(F)(F)(F)F. The catalyst is ClCCl. The product is [ClH:1].[CH3:5][O:4][N:3]([CH3:2])[C:9](=[O:10])[C:8]1[CH:12]=[C:13]([Br:16])[CH:14]=[N:15][C:7]=1[NH2:6]. The yield is 0.740. (4) The reactants are [Si:1]([O:8][CH2:9][C@H:10]1[O:14][C@@H:13]([N:15]2[CH:22]=[C:21]([C:23]#[C:24][CH2:25][NH:26][C:27](=[O:32])[C:28]([F:31])([F:30])[F:29])[C:19]([NH2:20])=[N:18][C:16]2=[O:17])[CH2:12][C@@H:11]1[OH:33])([C:4]([CH3:7])([CH3:6])[CH3:5])([CH3:3])[CH3:2].Cl[Si](C)(C)C.[C:39](Cl)(=[O:46])[C:40]1[CH:45]=[CH:44][CH:43]=[CH:42][CH:41]=1.C([O-])(O)=O.[Na+]. The catalyst is N1C=CC=CC=1.C(Cl)Cl. The product is [C:39]([NH:20][C:19]1[C:21]([C:23]#[C:24][CH2:25][NH:26][C:27](=[O:32])[C:28]([F:30])([F:31])[F:29])=[CH:22][N:15]([C@@H:13]2[O:14][C@H:10]([CH2:9][O:8][Si:1]([C:4]([CH3:7])([CH3:5])[CH3:6])([CH3:3])[CH3:2])[C@@H:11]([OH:33])[CH2:12]2)[C:16](=[O:17])[N:18]=1)(=[O:46])[C:40]1[CH:45]=[CH:44][CH:43]=[CH:42][CH:41]=1. The yield is 0.740. (5) The reactants are [N:1]1([C:7]2[CH:19]=[C:18]([C:20]([O:22][CH3:23])=[O:21])[C:10]3[NH:11][C:12]([C:14]([F:17])([F:16])[F:15])=[N:13][C:9]=3[CH:8]=2)[CH2:6][CH2:5][O:4][CH2:3][CH2:2]1.C(=O)([O-])[O-].[K+].[K+].Br[CH2:31][C:32]1[C:41]2[C:36](=[CH:37][CH:38]=[CH:39][CH:40]=2)[CH:35]=[CH:34][CH:33]=1. The catalyst is CN(C)C=O. The product is [N:1]1([C:7]2[CH:19]=[C:18]([C:20]([O:22][CH3:23])=[O:21])[C:10]3[N:11]=[C:12]([C:14]([F:17])([F:15])[F:16])[N:13]([CH2:31][C:32]4[C:41]5[C:36](=[CH:37][CH:38]=[CH:39][CH:40]=5)[CH:35]=[CH:34][CH:33]=4)[C:9]=3[CH:8]=2)[CH2:6][CH2:5][O:4][CH2:3][CH2:2]1. The yield is 0.692. (6) The reactants are [CH3:1][C:2]([CH3:31])([CH3:30])[C:3]#[C:4][C:5]1[S:9][C:8]([C:10]([OH:12])=[O:11])=[C:7]([N:13]([C@H:23]2[CH2:28][CH2:27][C@H:26]([OH:29])[CH2:25][CH2:24]2)[C:14]([C@H:16]2[CH2:21][CH2:20][C@H:19]([CH3:22])[CH2:18][CH2:17]2)=[O:15])[CH:6]=1.F[C:33]1[CH:38]=[CH:37][CH:36]=[CH:35][N:34]=1.[H-].[Na+].C(OCC)(=O)C. The catalyst is CN(C=O)C. The product is [CH3:31][C:2]([CH3:30])([CH3:1])[C:3]#[C:4][C:5]1[S:9][C:8]([C:10]([OH:12])=[O:11])=[C:7]([N:13]([C:14]([C@H:16]2[CH2:21][CH2:20][C@H:19]([CH3:22])[CH2:18][CH2:17]2)=[O:15])[C@H:23]2[CH2:28][CH2:27][C@H:26]([O:29][C:33]3[CH:38]=[CH:37][CH:36]=[CH:35][N:34]=3)[CH2:25][CH2:24]2)[CH:6]=1. The yield is 0.580.